From a dataset of Peptide-MHC class I binding affinity with 185,985 pairs from IEDB/IMGT. Regression. Given a peptide amino acid sequence and an MHC pseudo amino acid sequence, predict their binding affinity value. This is MHC class I binding data. (1) The peptide sequence is DETFVHSGF. The MHC is HLA-B15:01 with pseudo-sequence HLA-B15:01. The binding affinity (normalized) is 0.0847. (2) The peptide sequence is SFNMLKRAR. The MHC is HLA-A31:01 with pseudo-sequence HLA-A31:01. The binding affinity (normalized) is 0.0349. (3) The peptide sequence is AEGTGITHL. The MHC is HLA-B40:01 with pseudo-sequence HLA-B40:01. The binding affinity (normalized) is 0.630.